From a dataset of Reaction yield outcomes from USPTO patents with 853,638 reactions. Predict the reaction yield, written as a fraction of the theoretical maximum amount of product (1.0 means a 100% yield; for example, 0.34 means a 34% yield). The reactants are [Li]CCCC.Br[C:7]1[CH:11]=[CH:10][O:9][CH:8]=1.CON(C)[C:15](=[O:25])[CH2:16][NH:17][C:18](=[O:24])[O:19][C:20]([CH3:23])([CH3:22])[CH3:21].C([O-])(O)=O.[Na+]. The catalyst is CCOCC.C1COCC1. The product is [O:9]1[CH:10]=[CH:11][C:7]([C:15](=[O:25])[CH2:16][NH:17][C:18](=[O:24])[O:19][C:20]([CH3:21])([CH3:22])[CH3:23])=[CH:8]1. The yield is 0.370.